The task is: Predict which catalyst facilitates the given reaction.. This data is from Catalyst prediction with 721,799 reactions and 888 catalyst types from USPTO. (1) Reactant: [C:1]1([C:7]([C:9]2[S:10][CH:11]=[CH:12][N:13]=2)=O)[CH:6]=[CH:5][CH:4]=[CH:3][CH:2]=1.Cl.[NH2:15][OH:16].C(=O)([O-])[O-].[Na+].[Na+]. Product: [C:1]1([C:7]([C:9]2[S:10][CH:11]=[CH:12][N:13]=2)=[N:15][OH:16])[CH:6]=[CH:5][CH:4]=[CH:3][CH:2]=1. The catalyst class is: 8. (2) Reactant: Br[C:2]1[CH:3]=[N:4][CH:5]=[C:6]([Br:8])[CH:7]=1.[S:9](Cl)(Cl)(=[O:11])=[O:10].C([NH:16][CH2:17][C:18]([O-:20])=[O:19])C.[CH3:21][CH2:22]N(C(C)C)C(C)C. Product: [Br:8][C:6]1[CH:7]=[C:2]([S:9]([NH:16][CH2:17][C:18]([O:20][CH2:21][CH3:22])=[O:19])(=[O:11])=[O:10])[CH:3]=[N:4][CH:5]=1. The catalyst class is: 1. (3) Reactant: [C:1]([C:3]1[CH:8]=[C:7]([N+:9]([O-:11])=[O:10])[CH:6]=[C:5]([CH3:12])[C:4]=1[NH2:13])#[CH:2].[K].CC(C)([O-])C.O.C(OCC)(=O)C. Product: [CH3:12][C:5]1[CH:6]=[C:7]([N+:9]([O-:11])=[O:10])[CH:8]=[C:3]2[C:4]=1[NH:13][CH:2]=[CH:1]2. The catalyst class is: 60. (4) Reactant: [C:1]([O:20][CH2:21][CH2:22][CH2:23][N:24]([C:48](=[O:53])[CH2:49][N:50]([CH3:52])[CH3:51])[CH2:25][CH2:26][CH2:27][O:28][C:29](=[O:47])[CH2:30][CH2:31][CH2:32][CH2:33][CH2:34][CH2:35][CH2:36]/[CH:37]=[CH:38]\[CH2:39][CH2:40][CH2:41][CH2:42][CH2:43][CH2:44][CH2:45][CH3:46])(=[O:19])[CH2:2][CH2:3][CH2:4][CH2:5][CH2:6][CH2:7][CH2:8]/[CH:9]=[CH:10]\[CH2:11][CH2:12][CH2:13][CH2:14][CH2:15][CH2:16][CH2:17][CH3:18].[Br:54][CH2:55][CH2:56][OH:57]. Product: [Br-:54].[C:1]([O:20][CH2:21][CH2:22][CH2:23][N:24]([CH2:25][CH2:26][CH2:27][O:28][C:29](=[O:47])[CH2:30][CH2:31][CH2:32][CH2:33][CH2:34][CH2:35][CH2:36]/[CH:37]=[CH:38]\[CH2:39][CH2:40][CH2:41][CH2:42][CH2:43][CH2:44][CH2:45][CH3:46])[C:48](=[O:53])[CH2:49][N+:50]([CH2:55][CH2:56][OH:57])([CH3:52])[CH3:51])(=[O:19])[CH2:2][CH2:3][CH2:4][CH2:5][CH2:6][CH2:7][CH2:8]/[CH:9]=[CH:10]\[CH2:11][CH2:12][CH2:13][CH2:14][CH2:15][CH2:16][CH2:17][CH3:18]. The catalyst class is: 10. (5) Reactant: [O:1]1[C:5]2[CH:6]=[CH:7][C:8]([C:10]3[CH:15]=[CH:14][C:13]([C:16]4[N:21]=[C:20]([O:22][CH2:23][CH2:24][CH2:25][CH2:26][C:27]([CH3:50])([CH3:49])[CH2:28][NH:29][C:30]([CH:32]([NH:41]C(OC(C)(C)C)=O)[CH2:33][C:34]([O:36]C(C)(C)C)=[O:35])=[O:31])[CH:19]=[CH:18][CH:17]=4)=[CH:12][CH:11]=3)=[CH:9][C:4]=2[O:3][CH2:2]1.FC(F)(F)C(O)=O. Product: [NH2:41][CH:32]([C:30](=[O:31])[NH:29][CH2:28][C:27]([CH3:49])([CH3:50])[CH2:26][CH2:25][CH2:24][CH2:23][O:22][C:20]1[CH:19]=[CH:18][CH:17]=[C:16]([C:13]2[CH:14]=[CH:15][C:10]([C:8]3[CH:7]=[CH:6][C:5]4[O:1][CH2:2][O:3][C:4]=4[CH:9]=3)=[CH:11][CH:12]=2)[N:21]=1)[CH2:33][C:34]([OH:36])=[O:35]. The catalyst class is: 2. (6) Reactant: [CH3:1][O:2][CH2:3][N:4]1[C:9](=[O:10])[N:8]2[CH:11]=[N:12][C:13]([C:14]([OH:16])=O)=[C:7]2[N:6]=[N:5]1.CN(C(O[N:25]1N=[N:32][C:27]2[CH:28]=[CH:29][CH:30]=[CH:31][C:26]1=2)=[N+](C)C)C.F[P-](F)(F)(F)(F)F.C1(N)C=CC=CC=1N. Product: [NH2:25][C:26]1[CH:31]=[CH:30][CH:29]=[CH:28][C:27]=1[NH:32][C:14]([C:13]1[N:12]=[CH:11][N:8]2[C:9](=[O:10])[N:4]([CH2:3][O:2][CH3:1])[N:5]=[N:6][C:7]=12)=[O:16]. The catalyst class is: 3.